This data is from Catalyst prediction with 721,799 reactions and 888 catalyst types from USPTO. The task is: Predict which catalyst facilitates the given reaction. Reactant: [Br:1][C:2]1[CH:10]=[C:9]2[C:5]([CH:6]=[CH:7][N:8]2[CH3:11])=[C:4]([CH2:12][N:13]2[C:17]3[CH:18]=[CH:19][CH:20]=[CH:21][C:16]=3[N:15]([CH:22]([CH2:27][CH2:28][CH3:29])[CH2:23][C:24]([OH:26])=[O:25])[C:14]2=[O:30])[CH:3]=1.CC([OH:35])(C)C.C1C(=O)N(Br)C(=O)C1. Product: [Br:1][C:2]1[CH:10]=[C:9]2[C:5]([CH2:6][C:7](=[O:35])[N:8]2[CH3:11])=[C:4]([CH2:12][N:13]2[C:17]3[CH:18]=[CH:19][CH:20]=[CH:21][C:16]=3[N:15]([CH:22]([CH2:27][CH2:28][CH3:29])[CH2:23][C:24]([OH:26])=[O:25])[C:14]2=[O:30])[CH:3]=1. The catalyst class is: 324.